Dataset: Full USPTO retrosynthesis dataset with 1.9M reactions from patents (1976-2016). Task: Predict the reactants needed to synthesize the given product. (1) Given the product [Cl:13][C:10]1[C:9]2[C:4](=[CH:5][C:6]([F:15])=[CH:7][C:8]=2[F:14])[N:3]=[C:2]([C:19]2[CH:20]=[CH:21][CH:22]=[CH:23][C:18]=2[S:17][CH3:16])[C:11]=1[CH3:12], predict the reactants needed to synthesize it. The reactants are: Cl[C:2]1[C:11]([CH3:12])=[C:10]([Cl:13])[C:9]2[C:4](=[CH:5][C:6]([F:15])=[CH:7][C:8]=2[F:14])[N:3]=1.[CH3:16][S:17][C:18]1[CH:23]=[CH:22][CH:21]=[CH:20][C:19]=1B(O)O. (2) Given the product [C:10]([N:1]1[CH2:6][CH2:5][NH:4][CH2:3][CH2:2]1)([O:12][C:13]([CH3:16])([CH3:15])[CH3:14])=[O:9], predict the reactants needed to synthesize it. The reactants are: [NH:1]1[CH2:6][CH2:5][NH:4][CH2:3][CH2:2]1.[OH-].[Na+].[O:9](C(OC(C)(C)C)=O)[C:10]([O:12][C:13]([CH3:16])([CH3:15])[CH3:14])=O. (3) Given the product [OH:21][C@@H:22]([C:26]1[CH:27]=[N:28][CH:29]=[CH:30][CH:31]=1)[C:23]([N:7]([C:4]1[CH:3]=[CH:2][C:1]([CH3:20])=[CH:6][CH:5]=1)[CH2:8][CH2:9][C:10]1[CH:11]=[N:12][C:13]([C:16]([F:19])([F:17])[F:18])=[CH:14][CH:15]=1)=[O:24], predict the reactants needed to synthesize it. The reactants are: [C:1]1([CH3:20])[CH:6]=[CH:5][C:4]([NH:7][CH2:8][CH2:9][C:10]2[CH:11]=[N:12][C:13]([C:16]([F:19])([F:18])[F:17])=[CH:14][CH:15]=2)=[CH:3][CH:2]=1.[O:21]=[C:22]([C:26]1[CH:27]=[N:28][CH:29]=[CH:30][CH:31]=1)[C:23](O)=[O:24]. (4) The reactants are: C([O:8][C:9]1[C:10](=[O:16])[CH:11]=[C:12]([CH3:15])[NH:13][CH:14]=1)C1C=CC=CC=1. Given the product [OH:8][C:9]1[C:10](=[O:16])[CH:11]=[C:12]([CH3:15])[NH:13][CH:14]=1, predict the reactants needed to synthesize it. (5) Given the product [Cl:18][C:19]1[CH:27]=[CH:26][CH:25]=[CH:24][C:20]=1[CH:21]([O:23][C:50](=[O:35])[NH:47][C:10]1[C:11]([CH3:14])=[N:12][O:13][C:9]=1[C:6]1[CH:5]=[CH:4][C:3]([CH2:2][Cl:1])=[CH:8][CH:7]=1)[CH3:22], predict the reactants needed to synthesize it. The reactants are: [Cl:1][CH2:2][C:3]1[CH:8]=[CH:7][C:6]([C:9]2[O:13][N:12]=[C:11]([CH3:14])[C:10]=2C(O)=O)=[CH:5][CH:4]=1.[Cl:18][C:19]1[CH:27]=[CH:26][CH:25]=[CH:24][C:20]=1[CH:21]([OH:23])[CH3:22].C1(P(N=[N+]=[N-])(C2C=CC=CC=2)=[O:35])C=CC=CC=1.C([N:47]([CH2:50]C)CC)C.